The task is: Predict the product of the given reaction.. This data is from Forward reaction prediction with 1.9M reactions from USPTO patents (1976-2016). Given the reactants [C:1]1([NH2:8])[C:2]([NH2:7])=[CH:3][CH:4]=[CH:5][CH:6]=1.[Cl:9][C:10]1[CH:15]=[CH:14][CH:13]=[C:12]([Cl:16])[C:11]=1[CH2:17][C:18](O)=O, predict the reaction product. The product is: [Cl:9][C:10]1[CH:15]=[CH:14][CH:13]=[C:12]([Cl:16])[C:11]=1[CH2:17][C:18]1[NH:8][C:1]2[CH:6]=[CH:5][CH:4]=[CH:3][C:2]=2[N:7]=1.